From a dataset of Catalyst prediction with 721,799 reactions and 888 catalyst types from USPTO. Predict which catalyst facilitates the given reaction. (1) Reactant: [F:1][C:2]1[CH:3]=[C:4]([CH:7]=[CH:8][C:9]=1[F:10])[CH:5]=O.[C:11]([O:15]C(=O)CC)(=[O:14])[CH2:12][CH3:13].C([O-])(=O)CC.[Na+]. Product: [F:1][C:2]1[CH:3]=[C:4]([CH:7]=[CH:8][C:9]=1[F:10])[CH:5]=[C:12]([CH3:13])[C:11]([OH:15])=[O:14]. The catalyst class is: 6. (2) Reactant: [CH3:1][S:2]([CH2:5][CH2:6][OH:7])(=[O:4])=[O:3].C(N(CC)CC)C.[S:15](Cl)([CH3:18])(=[O:17])=[O:16]. Product: [CH3:18][S:15]([O:7][CH2:6][CH2:5][S:2]([CH3:1])(=[O:4])=[O:3])(=[O:17])=[O:16]. The catalyst class is: 2.